Dataset: Full USPTO retrosynthesis dataset with 1.9M reactions from patents (1976-2016). Task: Predict the reactants needed to synthesize the given product. (1) Given the product [F:1][C:2]1[CH:3]=[CH:4][C:5]([CH:8]2[O:21][C:44](=[O:46])[NH:41][CH:9]2[CH2:13][C:14]2[CH:15]=[CH:16][C:17]([F:20])=[CH:18][CH:19]=2)=[CH:6][CH:7]=1, predict the reactants needed to synthesize it. The reactants are: [F:1][C:2]1[CH:7]=[CH:6][C:5]([CH:8]([OH:21])[CH:9]([CH2:13][C:14]2[CH:19]=[CH:18][C:17]([F:20])=[CH:16][CH:15]=2)C(O)=O)=[CH:4][CH:3]=1.C1(P(N=[N+]=[N-])(C2C=CC=CC=2)=O)C=CC=CC=1.C([N:41]([CH2:44]C)CC)C.[OH2:46]. (2) Given the product [CH3:2][CH2:1][O:3][C:4]([C@@H:6]([NH:15][C@H:16]([C:18]([N:21]1[C@H:22]([C:30]([OH:32])=[O:31])[CH2:23][C@@H:24]2[C@@H:29]1[CH2:28][CH2:27][CH2:26][CH2:25]2)=[O:20])[CH3:17])[CH2:7][CH2:8][C:9]1[CH:10]=[CH:11][CH:12]=[CH:13][CH:14]=1)=[O:5], predict the reactants needed to synthesize it. The reactants are: [CH2:1]([O:3][C:4]([CH:6]([NH:15][C@H:16]([C:18]([OH:20])=O)[CH3:17])[CH2:7][CH2:8][C:9]1[CH:14]=[CH:13][CH:12]=[CH:11][CH:10]=1)=[O:5])[CH3:2].[NH:21]1[C@@H:29]2[C@H:24]([CH2:25][CH2:26][CH2:27][CH2:28]2)[CH2:23][C@H:22]1[C:30]([OH:32])=[O:31].F[P-](F)(F)(F)(F)F.N1(OC(N(C)C)=[N+](C)C)C2C=CC=CC=2N=N1.[Na+].[Cl-]. (3) Given the product [NH:11]1[C:15]2[CH:16]=[CH:17][CH:18]=[CH:19][C:14]=2[N:13]=[C:12]1[C@H:8]([NH:9][C:10]([NH:32][C@@H:30]([C:26]1[CH:27]=[CH:28][CH:29]=[C:24]([Cl:23])[CH:25]=1)[CH3:31])=[O:20])[CH2:7][C:6]1[CH:21]=[CH:22][C:3]([O:2][CH3:1])=[CH:4][CH:5]=1, predict the reactants needed to synthesize it. The reactants are: [CH3:1][O:2][C:3]1[CH:22]=[CH:21][C:6]([CH2:7][C@@H:8]2[C:12]3=[N:13][C:14]4[CH:19]=[CH:18][CH:17]=[CH:16][C:15]=4[N:11]3[C:10](=[O:20])[NH:9]2)=[CH:5][CH:4]=1.[Cl:23][C:24]1[CH:25]=[C:26]([C@H:30]([NH2:32])[CH3:31])[CH:27]=[CH:28][CH:29]=1.C(O)(C(F)(F)F)=O. (4) The reactants are: [Cl:1][C:2]1[CH:3]=[C:4]([NH:12][C:13]2[C:18]([C:19]#[N:20])=[CH:17][N:16]=[CH:15][C:14]=2I)[C:5]([CH3:11])=[C:6]2[C:10]=1[NH:9][CH:8]=[CH:7]2.[O:22]1[C:26]2[CH:27]=[CH:28][CH:29]=[CH:30][C:25]=2[CH:24]=[C:23]1B(O)O.C(OCC)(=O)C. Given the product [O:22]1[C:26]2[CH:27]=[CH:28][CH:29]=[CH:30][C:25]=2[CH:24]=[C:23]1[C:14]1[CH:15]=[N:16][CH:17]=[C:18]([C:13]=1[NH:12][C:4]1[C:5]([CH3:11])=[C:6]2[C:10](=[C:2]([Cl:1])[CH:3]=1)[NH:9][CH:8]=[CH:7]2)[C:19]#[N:20], predict the reactants needed to synthesize it. (5) Given the product [N:30]1[CH:31]=[CH:32][C:27]([C:2]#[C:1][C:3]2[CH:4]=[N:5][N:6]3[C:11]([C:12]([F:14])([F:13])[F:15])=[CH:10][C:9]([C:16]4[CH:21]=[CH:20][C:19]([C:22]([F:25])([F:24])[F:23])=[CH:18][CH:17]=4)=[N:8][C:7]=23)=[CH:28][CH:29]=1, predict the reactants needed to synthesize it. The reactants are: [C:1]([C:3]1[CH:4]=[N:5][N:6]2[C:11]([C:12]([F:15])([F:14])[F:13])=[CH:10][C:9]([C:16]3[CH:21]=[CH:20][C:19]([C:22]([F:25])([F:24])[F:23])=[CH:18][CH:17]=3)=[N:8][C:7]=12)#[CH:2].I[C:27]1[CH:32]=[CH:31][N:30]=[CH:29][CH:28]=1. (6) Given the product [CH2:12]([N:11]([CH2:14][CH3:15])[S:8]([C:6]1[CH:5]=[CH:4][N:3]=[C:2]([NH:16][NH2:17])[CH:7]=1)(=[O:10])=[O:9])[CH3:13], predict the reactants needed to synthesize it. The reactants are: Cl[C:2]1[CH:7]=[C:6]([S:8]([N:11]([CH2:14][CH3:15])[CH2:12][CH3:13])(=[O:10])=[O:9])[CH:5]=[CH:4][N:3]=1.[NH2:16][NH2:17].